From a dataset of hERG potassium channel inhibition data for cardiac toxicity prediction from Karim et al.. Regression/Classification. Given a drug SMILES string, predict its toxicity properties. Task type varies by dataset: regression for continuous values (e.g., LD50, hERG inhibition percentage) or binary classification for toxic/non-toxic outcomes (e.g., AMES mutagenicity, cardiotoxicity, hepatotoxicity). Dataset: herg_karim. (1) The drug is Fc1cnc2nc(Oc3ccc(CN4CCCCC4)cc3)sc2c1. The result is 0 (non-blocker). (2) The molecule is COc1ccc(NC(=O)c2ccc(C[S+](C)[O-])c3ccccc23)c(C(=O)NCC2CCOCC2)n1. The result is 0 (non-blocker). (3) The drug is O=C(C1CNCCC1(O)c1ccc(F)c(F)c1)N(Cc1cn(Cc2ccon2)c2cccc(F)c12)C1CC1. The result is 1 (blocker). (4) The molecule is COc1ccc(CCO[C@@H]2CCCC[C@@H]2N2CC[C@@H](O)C2)cc1OC. The result is 0 (non-blocker).